The task is: Predict the product of the given reaction.. This data is from Forward reaction prediction with 1.9M reactions from USPTO patents (1976-2016). (1) Given the reactants [H-].[Na+].[CH3:3][C:4]1[C:12]2[C:7](=[CH:8][CH:9]=[C:10]([C:13]([F:16])([F:15])[F:14])[CH:11]=2)[NH:6][CH:5]=1.[CH3:17][C:18]([C:21]1[CH:22]=[C:23]([S:27](Cl)(=[O:29])=[O:28])[CH:24]=[CH:25][CH:26]=1)([CH3:20])[CH3:19].Cl, predict the reaction product. The product is: [CH3:20][C:18]([C:21]1[CH:22]=[C:23]([S:27]([N:6]2[C:7]3[C:12](=[CH:11][C:10]([C:13]([F:16])([F:14])[F:15])=[CH:9][CH:8]=3)[C:4]([CH3:3])=[CH:5]2)(=[O:28])=[O:29])[CH:24]=[CH:25][CH:26]=1)([CH3:17])[CH3:19]. (2) The product is: [CH2:17]([O:8][C:5]1[CH:6]=[CH:7][C:2]([CH3:1])=[C:3]([N+:9]([O-:11])=[O:10])[CH:4]=1)[CH:18]([CH3:20])[CH3:19]. Given the reactants [CH3:1][C:2]1[CH:7]=[CH:6][C:5]([OH:8])=[CH:4][C:3]=1[N+:9]([O-:11])=[O:10].CS(O[CH2:17][CH:18]([CH3:20])[CH3:19])(=O)=O.CC1C=CC(OCCC)=CC=1[N+]([O-])=O, predict the reaction product. (3) Given the reactants C[O:2][C:3]1[CH:4]=[CH:5][C:6]2[N:7]([C:16]3[CH:21]=[CH:20][CH:19]=[CH:18][CH:17]=3)[C:8]3[C:13]([C:14]=2[CH:15]=1)=[CH:12][CH:11]=[CH:10][CH:9]=3.C1C2NC3C(=CC=CC=3)C=2C=CC=1, predict the reaction product. The product is: [OH:2][C:3]1[CH:4]=[CH:5][C:6]2[N:7]([C:16]3[CH:21]=[CH:20][CH:19]=[CH:18][CH:17]=3)[C:8]3[C:13]([C:14]=2[CH:15]=1)=[CH:12][CH:11]=[CH:10][CH:9]=3. (4) Given the reactants Cl[CH2:2][CH2:3][CH2:4][O:5][C:6]1[CH:11]=[CH:10][C:9]([I:12])=[CH:8][CH:7]=1.[CH3:13][C@@H:14]1[CH2:18][CH2:17][CH2:16][NH:15]1.[I-].[Na+].C(=O)([O-])[O-].[K+].[K+], predict the reaction product. The product is: [I:12][C:9]1[CH:10]=[CH:11][C:6]([O:5][CH2:4][CH2:3][CH2:2][N:15]2[CH2:16][CH2:17][CH2:18][C@H:14]2[CH3:13])=[CH:7][CH:8]=1. (5) Given the reactants [CH3:1][C:2]1[N:3]=[C:4]([NH2:7])[S:5][CH:6]=1.Cl[C:9]1[C:18]2=[N:19][N:20](CC3C=CC(OC)=CC=3)[CH:21]=[C:17]2[C:16]2[CH:15]=[C:14]([O:31][CH3:32])[CH:13]=[CH:12][C:11]=2[N:10]=1, predict the reaction product. The product is: [CH3:32][O:31][C:14]1[CH:13]=[CH:12][C:11]2[N:10]=[C:9]([NH:7][C:4]3[S:5][CH:6]=[C:2]([CH3:1])[N:3]=3)[C:18]3=[N:19][NH:20][CH:21]=[C:17]3[C:16]=2[CH:15]=1. (6) The product is: [CH2:1]([CH:3]1[C:9]2[CH:10]=[CH:11][C:12]([O:14][CH3:15])=[CH:13][C:8]=2[CH2:7][CH2:6][CH2:5][C:4]1=[O:16])[CH3:2]. Given the reactants [CH:1](=[C:3]1/[C:4](=[O:16])[CH2:5][CH2:6][CH2:7][C:8]2[CH:13]=[C:12]([O:14][CH3:15])[CH:11]=[CH:10][C:9]/1=2)\[CH3:2], predict the reaction product. (7) Given the reactants [Br:1][C:2]1[C:3](=[O:29])[N:4]([CH2:18][C:19]2[CH:20]=[C:21]([CH:26]=[CH:27][CH:28]=2)[C:22](OC)=[O:23])[CH:5]=[CH:6][C:7]=1[O:8][CH2:9][C:10]1[CH:15]=[CH:14][C:13]([F:16])=[CH:12][C:11]=1[F:17].[NH3:30], predict the reaction product. The product is: [Br:1][C:2]1[C:3](=[O:29])[N:4]([CH2:18][C:19]2[CH:20]=[C:21]([CH:26]=[CH:27][CH:28]=2)[C:22]([NH2:30])=[O:23])[CH:5]=[CH:6][C:7]=1[O:8][CH2:9][C:10]1[CH:15]=[CH:14][C:13]([F:16])=[CH:12][C:11]=1[F:17].